From a dataset of Reaction yield outcomes from USPTO patents with 853,638 reactions. Predict the reaction yield, written as a fraction of the theoretical maximum amount of product (1.0 means a 100% yield; for example, 0.34 means a 34% yield). (1) The reactants are [NH:1]1[C:9]2[C:4](=[CH:5][CH:6]=[CH:7][CH:8]=2)[C:3](/[CH:10]=[C:11]2/[C:12](=[O:35])[C:13]3[C:18]([CH2:19]/2)=[C:17]([CH2:20][N:21]2[CH2:26][CH2:25][N:24](C(OC(C)(C)C)=O)[CH2:23][CH2:22]2)[C:16]([OH:34])=[CH:15][CH:14]=3)=[CH:2]1.[ClH:36]. The catalyst is C(Cl)Cl.O1CCOCC1. The product is [ClH:36].[ClH:36].[NH:1]1[C:9]2[C:4](=[CH:5][CH:6]=[CH:7][CH:8]=2)[C:3](/[CH:10]=[C:11]2/[C:12](=[O:35])[C:13]3[C:18]([CH2:19]/2)=[C:17]([CH2:20][N:21]2[CH2:22][CH2:23][NH:24][CH2:25][CH2:26]2)[C:16]([OH:34])=[CH:15][CH:14]=3)=[CH:2]1. The yield is 0.850. (2) The reactants are [NH2:1][C:2]1[C:3]([C:12]([O:14]CC)=O)=[CH:4][C:5]2[O:10][CH2:9][CH2:8][O:7][C:6]=2[CH:11]=1.Cl.[CH:18](N)=[NH:19]. The catalyst is C(N)=O. The product is [N:1]1[C:2]2[C:3](=[CH:4][C:5]3[O:10][CH2:9][CH2:8][O:7][C:6]=3[CH:11]=2)[C:12](=[O:14])[NH:19][CH:18]=1. The yield is 0.840. (3) The reactants are [CH2:1]([NH:8][C:9]1[CH:14]=[C:13]([NH:15][C:16]2[CH:21]=[CH:20][C:19]([NH:22][C:23]([CH:25]3[CH2:30][CH2:29][CH2:28][N:27](C(OC(C)(C)C)=O)[CH2:26]3)=[O:24])=[CH:18][CH:17]=2)[N:12]=[CH:11][C:10]=1[CH2:38][C:39]([NH2:41])=[O:40])[C:2]1[CH:7]=[CH:6][CH:5]=[CH:4][CH:3]=1.C(NC1C=C(NC2C=CC(NC(C3CN(C(OC(C)(C)C)=O)C=CC=3)=O)=CC=2)N=CC=1CC(N)=O)C1C=CC=CC=1.[ClH:83].C(OCC)(=O)C. The catalyst is CO. The product is [ClH:83].[CH2:1]([NH:8][C:9]1[CH:14]=[C:13]([NH:15][C:16]2[CH:17]=[CH:18][C:19]([NH:22][C:23]([CH:25]3[CH2:30][CH2:29][CH2:28][NH:27][CH2:26]3)=[O:24])=[CH:20][CH:21]=2)[N:12]=[CH:11][C:10]=1[CH2:38][C:39]([NH2:41])=[O:40])[C:2]1[CH:3]=[CH:4][CH:5]=[CH:6][CH:7]=1. The yield is 0.910.